This data is from Full USPTO retrosynthesis dataset with 1.9M reactions from patents (1976-2016). The task is: Predict the reactants needed to synthesize the given product. Given the product [N+:16]([C:19]1[CH:24]=[CH:23][CH:22]=[CH:21][C:20]=1[S:25]([NH:6][CH:5]([CH3:7])[C:4]([O:3][CH3:2])=[O:8])(=[O:27])=[O:26])([O-:18])=[O:17], predict the reactants needed to synthesize it. The reactants are: Cl.[CH3:2][O:3][C:4](=[O:8])[CH:5]([CH3:7])[NH2:6].C(N(CC)CC)C.[N+:16]([C:19]1[CH:24]=[CH:23][CH:22]=[CH:21][C:20]=1[S:25](Cl)(=[O:27])=[O:26])([O-:18])=[O:17].